This data is from Full USPTO retrosynthesis dataset with 1.9M reactions from patents (1976-2016). The task is: Predict the reactants needed to synthesize the given product. (1) Given the product [NH2:1][C:2]1[C:3]2[C:10]([C:11]3[CH:16]=[CH:15][C:14]([NH:17][C:18]([NH:20][C:21]4[CH:26]=[C:25]([C:27]([F:30])([F:28])[F:29])[CH:24]=[CH:23][C:22]=4[F:31])=[O:19])=[CH:13][C:12]=3[OH:32])=[CH:9][S:8][C:4]=2[N:5]=[CH:6][N:7]=1, predict the reactants needed to synthesize it. The reactants are: [NH2:1][C:2]1[C:3]2[C:10]([C:11]3[CH:16]=[CH:15][C:14]([NH:17][C:18]([NH:20][C:21]4[CH:26]=[C:25]([C:27]([F:30])([F:29])[F:28])[CH:24]=[CH:23][C:22]=4[F:31])=[O:19])=[CH:13][C:12]=3[O:32]CC3C=CC=CC=3)=[CH:9][S:8][C:4]=2[N:5]=[CH:6][N:7]=1.O.[OH-].[Na+].Cl. (2) Given the product [C:1]([NH:5][C:6]([C:8]1[C:16]2[C:11](=[N:12][CH:13]=[C:14]([C:17]3[C:25]4[C:20](=[CH:21][C:22]([F:26])=[CH:23][CH:24]=4)[N:19]([CH2:36][CH2:37][CH:38]4[CH2:41][N:40]([C:42]([O:44][C:45]([CH3:46])([CH3:48])[CH3:47])=[O:43])[CH2:39]4)[N:18]=3)[N:15]=2)[N:10]([CH2:27][O:28][CH2:29][CH2:30][Si:31]([CH3:34])([CH3:33])[CH3:32])[CH:9]=1)=[O:7])([CH3:4])([CH3:3])[CH3:2], predict the reactants needed to synthesize it. The reactants are: [C:1]([NH:5][C:6]([C:8]1[C:16]2[C:11](=[N:12][CH:13]=[C:14]([C:17]3[C:25]4[C:20](=[CH:21][C:22]([F:26])=[CH:23][CH:24]=4)[NH:19][N:18]=3)[N:15]=2)[N:10]([CH2:27][O:28][CH2:29][CH2:30][Si:31]([CH3:34])([CH3:33])[CH3:32])[CH:9]=1)=[O:7])([CH3:4])([CH3:3])[CH3:2].I[CH2:36][CH2:37][CH:38]1[CH2:41][N:40]([C:42]([O:44][C:45]([CH3:48])([CH3:47])[CH3:46])=[O:43])[CH2:39]1.C([O-])([O-])=O.[Cs+].[Cs+]. (3) Given the product [CH2:26]([O:25][C:9]1[NH:8][C:16]2[C:15](=[O:17])[N:14]([CH2:18][CH2:19][CH2:20][OH:21])[C:13](=[O:22])[N:12]([CH2:23][CH3:24])[C:11]=2[N:10]=1)[CH3:27], predict the reactants needed to synthesize it. The reactants are: C([N:8]1[C:16]2[C:15](=[O:17])[N:14]([CH2:18][CH2:19][CH2:20][OH:21])[C:13](=[O:22])[N:12]([CH2:23][CH3:24])[C:11]=2[N:10]=[C:9]1[O:25][CH2:26][CH3:27])C1C=CC=CC=1.C([O-])=O.[NH4+]. (4) Given the product [NH2:25][C@H:22]1[CH2:21][CH2:20][C@H:19]([C:17]([NH:16][CH2:15][CH2:14][CH2:13][C:9]2[CH:10]=[N:11][CH:12]=[C:7]([C@@H:3]3[CH2:4][CH2:5][CH2:6][N:2]3[CH3:1])[CH:8]=2)=[O:18])[CH2:24][CH2:23]1, predict the reactants needed to synthesize it. The reactants are: [CH3:1][N:2]1[CH2:6][CH2:5][CH2:4][C@H:3]1[C:7]1[CH:8]=[C:9]([CH2:13][CH2:14][CH2:15][NH:16][C:17]([C@H:19]2[CH2:24][CH2:23][C@H:22]([NH:25]C(=O)OC(C)(C)C)[CH2:21][CH2:20]2)=[O:18])[CH:10]=[N:11][CH:12]=1.FC(F)(F)C(O)=O. (5) Given the product [NH:18]1[CH:19]=[N:20][C:16]([C:12]2[CH:11]=[C:10]3[C:15](=[CH:14][CH:13]=2)[NH:7][N:8]=[C:9]3[C:40]2[CH:41]=[C:42]([C:43]([NH:62][CH2:63][CH2:56][CH:61]3[CH2:60][CH2:59][CH2:58][CH2:57][NH:53]3)=[O:45])[CH:47]=[CH:48][CH:49]=2)=[N:17]1, predict the reactants needed to synthesize it. The reactants are: O1CCCCC1[N:7]1[C:15]2[C:10](=[CH:11][C:12]([C:16]3[N:20]=[CH:19][N:18](C(C4C=CC=CC=4)(C4C=CC=CC=4)C4C=CC=CC=4)[N:17]=3)=[CH:13][CH:14]=2)[C:9]([C:40]2[CH:41]=[C:42]([CH:47]=[CH:48][CH:49]=2)[C:43]([O:45]C)=O)=[N:8]1.[OH-].[Li+].O[N:53]1[C:57]2[CH:58]=[CH:59][CH:60]=[CH:61][C:56]=2N=N1.[NH2:62][CH2:63]CN1CCCCC1.Cl.C(N=C=NCCCN(C)C)C.Cl.